From a dataset of Peptide-MHC class I binding affinity with 185,985 pairs from IEDB/IMGT. Regression. Given a peptide amino acid sequence and an MHC pseudo amino acid sequence, predict their binding affinity value. This is MHC class I binding data. (1) The peptide sequence is RAWNSGYEW. The MHC is HLA-B58:01 with pseudo-sequence HLA-B58:01. The binding affinity (normalized) is 0.745. (2) The peptide sequence is SYWVRANFK. The MHC is HLA-A69:01 with pseudo-sequence HLA-A69:01. The binding affinity (normalized) is 0.0847. (3) The peptide sequence is DTIESAKTKI. The MHC is HLA-A02:01 with pseudo-sequence HLA-A02:01. The binding affinity (normalized) is 0. (4) The peptide sequence is GDDVFLQDL. The MHC is H-2-Db with pseudo-sequence YESYYREKAGQWFVSNLYLQSLFYTWSAYAYEWY. The binding affinity (normalized) is 0. (5) The peptide sequence is YQKKNASVY. The MHC is HLA-B15:01 with pseudo-sequence YYAMYREISTNTYESNLYLRYDSYTWAEWAYLWY. The binding affinity (normalized) is 0.464. (6) The MHC is HLA-B07:02 with pseudo-sequence HLA-B07:02. The binding affinity (normalized) is 0.728. The peptide sequence is YAMAIRQAI. (7) The peptide sequence is GSVNVVYTF. The MHC is Patr-A0401 with pseudo-sequence Patr-A0401. The binding affinity (normalized) is 0.